This data is from Forward reaction prediction with 1.9M reactions from USPTO patents (1976-2016). The task is: Predict the product of the given reaction. (1) Given the reactants [CH3:1][C:2]1[CH:7]=[CH:6][C:5]([N:8]=[C:9]=S)=[C:4]([N+:11]([O-:13])=[O:12])[CH:3]=1.[NH2:14][C:15]1[CH:20]=[CH:19][CH:18]=[CH:17][C:16]=1[OH:21].NC(N)=S.C(N(CC)CC)C, predict the reaction product. The product is: [CH3:1][C:2]1[CH:7]=[CH:6][C:5]([NH:8][C:9]2[O:21][C:16]3[CH:17]=[CH:18][CH:19]=[CH:20][C:15]=3[N:14]=2)=[C:4]([N+:11]([O-:13])=[O:12])[CH:3]=1. (2) Given the reactants [C:1]([O:5][CH:6]([O:8][CH2:9][CH3:10])[CH3:7])(=[O:4])[CH:2]=[CH2:3].[C:11]([O:16][CH2:17][C:18]1[CH:23]=[CH:22][CH:21]=[CH:20][CH:19]=1)(=[O:15])[C:12]([CH3:14])=[CH2:13].[C:24]([O:29][CH2:30][CH2:31][OH:32])(=[O:28])[C:25]([CH3:27])=[CH2:26].N(C(C)(CC)C([O-])=O)=NC(C)(CC)C([O-])=O, predict the reaction product. The product is: [C:6]([O:8][CH:9]([CH3:10])[CH2:11][O:16][CH3:17])(=[O:5])[CH3:7].[C:1]([O:5][CH:6]([O:8][CH2:9][CH3:10])[CH3:7])(=[O:4])[CH:2]=[CH2:3].[C:11]([O:16][CH2:17][C:18]1[CH:19]=[CH:20][CH:21]=[CH:22][CH:23]=1)(=[O:15])[C:12]([CH3:14])=[CH2:13].[C:24]([O:29][CH2:30][CH2:31][OH:32])(=[O:28])[C:25]([CH3:27])=[CH2:26]. (3) Given the reactants [CH3:1][C:2]1[C:3]([CH2:8][N:9]([CH2:16][C:17]2[C:22]([CH3:23])=[CH:21][CH:20]=[CH:19][N:18]=2)[CH:10]2[CH2:15][CH2:14][NH:13][CH2:12][CH2:11]2)=[N:4][CH:5]=[CH:6][CH:7]=1.[N:24]1[CH:29]=[CH:28][CH:27]=[CH:26][C:25]=1[CH:30]=O.[BH-](OC(C)=O)(OC(C)=O)OC(C)=O.[Na+], predict the reaction product. The product is: [CH3:1][C:2]1[C:3]([CH2:8][N:9]([CH2:16][C:17]2[C:22]([CH3:23])=[CH:21][CH:20]=[CH:19][N:18]=2)[CH:10]2[CH2:15][CH2:14][N:13]([CH2:30][C:25]3[CH:26]=[CH:27][CH:28]=[CH:29][N:24]=3)[CH2:12][CH2:11]2)=[N:4][CH:5]=[CH:6][CH:7]=1. (4) Given the reactants C([Li])CCC.C(NC(C)C)(C)C.[CH3:13][O:14][C:15]([CH:17]1[CH2:23][CH2:22][CH2:21][CH2:20][CH:19]([C:24]([O:26][CH3:27])=[O:25])[CH2:18]1)=[O:16].BrCCCl.[Cl-].[NH4+], predict the reaction product. The product is: [C:17]12([C:15]([O:14][CH3:13])=[O:16])[CH2:18][C:19]([C:24]([O:26][CH3:27])=[O:25])([CH2:20][CH2:21]1)[CH2:22][CH2:23]2. (5) The product is: [CH3:16][O:15][C:13](=[O:14])[CH2:12][NH:8][C:7]1[CH:9]=[CH:10][C:4]([CH:1]([CH3:3])[CH3:2])=[CH:5][CH:6]=1. Given the reactants [CH:1]([C:4]1[CH:10]=[CH:9][C:7]([NH2:8])=[CH:6][CH:5]=1)([CH3:3])[CH3:2].Br[CH2:12][C:13]([O:15][CH3:16])=[O:14].C([O-])(=O)C.[Na+].O, predict the reaction product.